This data is from Peptide-MHC class II binding affinity with 134,281 pairs from IEDB. The task is: Regression. Given a peptide amino acid sequence and an MHC pseudo amino acid sequence, predict their binding affinity value. This is MHC class II binding data. (1) The peptide sequence is NVKYLVIVFLIFFDL. The MHC is DRB1_0802 with pseudo-sequence DRB1_0802. The binding affinity (normalized) is 0.159. (2) The peptide sequence is KAFVLDSDNLIPKVV. The MHC is DRB1_1302 with pseudo-sequence DRB1_1302. The binding affinity (normalized) is 1.00. (3) The peptide sequence is RGIVKENIIDLTKIDR. The binding affinity (normalized) is 0.346. The MHC is HLA-DPA10201-DPB10501 with pseudo-sequence HLA-DPA10201-DPB10501.